Task: Predict which catalyst facilitates the given reaction.. Dataset: Catalyst prediction with 721,799 reactions and 888 catalyst types from USPTO (1) Product: [N:37]1([C:2]2[N:1]=[C:6]([N:7]3[CH2:14][CH2:13][CH2:12][NH:11][CH2:10][CH2:9][CH2:8]3)[N:5]=[C:4]([N:22]3[CH2:29][CH2:28][CH2:27][NH:26][CH2:25][CH2:24][CH2:23]3)[N:3]=2)[CH2:44][CH2:43][CH2:42][NH:41][CH2:40][CH2:39][CH2:38]1. Reactant: [N:1]1[C:6]([N:7]2[CH2:14][CH2:13][CH2:12][N:11](C(OC(C)(C)C)=O)[CH2:10][CH2:9][CH2:8]2)=[N:5][C:4]([N:22]2[CH2:29][CH2:28][CH2:27][N:26](C(OC(C)(C)C)=O)[CH2:25][CH2:24][CH2:23]2)=[N:3][C:2]=1[N:37]1[CH2:44][CH2:43][CH2:42][N:41](C(OC(C)(C)C)=O)[CH2:40][CH2:39][CH2:38]1.Cl. The catalyst class is: 5. (2) Reactant: [CH:1]([C:3]1[C:4]([C:16]([CH3:18])=[CH2:17])=[N:5][CH:6]=[CH:7][C:8]=1[NH:9][C:10](=[O:15])[C:11]([CH3:14])([CH3:13])[CH3:12])=[O:2]. Product: [CH:1]([C:3]1[C:4]([CH:16]([CH3:18])[CH3:17])=[N:5][CH:6]=[CH:7][C:8]=1[NH:9][C:10](=[O:15])[C:11]([CH3:12])([CH3:14])[CH3:13])=[O:2]. The catalyst class is: 129.